This data is from Full USPTO retrosynthesis dataset with 1.9M reactions from patents (1976-2016). The task is: Predict the reactants needed to synthesize the given product. (1) Given the product [F:1][C:2]1[CH:3]=[CH:4][C:5]([N:8]2[CH:11]([C:12]3[CH:17]=[CH:16][C:15]([OH:18])=[CH:14][CH:13]=3)[CH:10]([CH2:26][CH2:27][Cl:28])[C:9]2=[O:29])=[CH:6][CH:7]=1, predict the reactants needed to synthesize it. The reactants are: [F:1][C:2]1[CH:7]=[CH:6][C:5]([N:8]2[CH:11]([C:12]3[CH:17]=[CH:16][C:15]([O:18]CC4C=CC=CC=4)=[CH:14][CH:13]=3)[CH:10]([CH2:26][CH2:27][Cl:28])[C:9]2=[O:29])=[CH:4][CH:3]=1.C1CCCCC=1. (2) Given the product [Br:22][C:20]1[N:21]=[C:16]([O:14][CH:10]([C:3]2[C:4]([F:9])=[CH:5][CH:6]=[C:7]([F:8])[C:2]=2[Cl:1])[CH:11]([CH3:12])[CH3:13])[C:17]([NH2:23])=[N:18][CH:19]=1, predict the reactants needed to synthesize it. The reactants are: [Cl:1][C:2]1[C:7]([F:8])=[CH:6][CH:5]=[C:4]([F:9])[C:3]=1[CH:10]([OH:14])[CH:11]([CH3:13])[CH3:12].Br[C:16]1[C:17]([NH2:23])=[N:18][CH:19]=[C:20]([Br:22])[N:21]=1. (3) Given the product [Cl:20][C:16]1[CH:17]=[C:18]2[C:13](=[C:14]([NH:21][CH:22]3[CH2:27][CH2:26][O:25][CH2:24][CH2:23]3)[CH:15]=1)[NH:12][C:11]([C:7]1[CH:8]=[CH:9][CH:10]=[C:5]([CH2:4][CH2:3][N:34]3[CH2:33][CH2:32][NH:31][C:30](=[O:29])[CH2:35]3)[CH:6]=1)=[CH:19]2, predict the reactants needed to synthesize it. The reactants are: CO[C:3](=O)[CH2:4][C:5]1[CH:10]=[CH:9][CH:8]=[C:7]([C:11]2[NH:12][C:13]3[C:18]([CH:19]=2)=[CH:17][C:16]([Cl:20])=[CH:15][C:14]=3[NH:21][CH:22]2[CH2:27][CH2:26][O:25][CH2:24][CH2:23]2)[CH:6]=1.[O:29]=[C:30]1[CH2:35][NH:34][CH2:33][CH2:32][NH:31]1.